From a dataset of Forward reaction prediction with 1.9M reactions from USPTO patents (1976-2016). Predict the product of the given reaction. (1) Given the reactants Br[C:2]1[C:3]([F:26])=[CH:4][C:5]2[O:11][CH2:10][CH2:9][N:8]3[C:12]([CH2:18][C:19]4[N:20]([CH3:24])[N:21]=[CH:22][CH:23]=4)=[C:13]([C:15]([NH2:17])=[O:16])[N:14]=[C:7]3[C:6]=2[CH:25]=1.[CH3:27][C:28]([OH:32])([CH3:31])[C:29]#[CH:30].C(NC(C)C)(C)C, predict the reaction product. The product is: [F:26][C:3]1[C:2]([C:30]#[C:29][C:28]([OH:32])([CH3:31])[CH3:27])=[CH:25][C:6]2[C:7]3[N:8]([C:12]([CH2:18][C:19]4[N:20]([CH3:24])[N:21]=[CH:22][CH:23]=4)=[C:13]([C:15]([NH2:17])=[O:16])[N:14]=3)[CH2:9][CH2:10][O:11][C:5]=2[CH:4]=1. (2) The product is: [CH3:1][C:2]1[CH:3]=[C:4]([S:13]([NH:17][C:18]2[CH:22]=[CH:21][S:20][C:19]=2[C:23]([O:25][CH3:26])=[O:24])(=[O:15])=[O:14])[CH:5]=[CH:6][C:7]=1[N:8]1[CH2:12][CH2:11][CH2:10][CH2:9]1. Given the reactants [CH3:1][C:2]1[CH:3]=[C:4]([S:13](Cl)(=[O:15])=[O:14])[CH:5]=[CH:6][C:7]=1[N:8]1[CH2:12][CH2:11][CH2:10][CH2:9]1.[NH2:17][C:18]1[CH:22]=[CH:21][S:20][C:19]=1[C:23]([O:25][CH3:26])=[O:24].N1C=CC=CC=1, predict the reaction product. (3) The product is: [CH3:11][O:10][C:5]1[CH:6]=[C:7]([I:9])[CH:8]=[C:3]([O:2][CH3:1])[C:4]=1[O:12][CH:20]([CH3:22])[CH3:21]. Given the reactants [CH3:1][O:2][C:3]1[CH:8]=[C:7]([I:9])[CH:6]=[C:5]([O:10][CH3:11])[C:4]=1[OH:12].C(=O)([O-])[O-].[K+].[K+].I[CH:20]([CH3:22])[CH3:21], predict the reaction product. (4) The product is: [Br:1][C:2]1[N:7]=[C:6]([N+:8]([O-:10])=[O:9])[C:5]([O:11][CH3:12])=[CH:4][CH:3]=1. Given the reactants [Br:1][C:2]1[N:7]=[C:6]([N+:8]([O-:10])=[O:9])[C:5]([OH:11])=[CH:4][CH:3]=1.[C:12](=O)([O-])[O-].[K+].[K+].IC, predict the reaction product. (5) Given the reactants [CH3:1][CH2:2][CH:3]([OH:6])[CH2:4][CH3:5].[H-].[Na+].Cl[C:10]1[N:15]=[C:14]([CH3:16])[N:13]=[C:12]([C:17]([C:21]2[C:26]([CH3:27])=[CH:25][C:24]([CH3:28])=[CH:23][C:22]=2[CH3:29])([CH3:20])[C:18]#[N:19])[C:11]=1[CH3:30], predict the reaction product. The product is: [CH2:2]([CH:3]([O:6][C:10]1[N:15]=[C:14]([CH3:16])[N:13]=[C:12]([C:17]([C:21]2[C:22]([CH3:29])=[CH:23][C:24]([CH3:28])=[CH:25][C:26]=2[CH3:27])([CH3:20])[C:18]#[N:19])[C:11]=1[CH3:30])[CH2:4][CH3:5])[CH3:1]. (6) The product is: [Br:23][CH2:22][CH2:21][CH2:20][CH2:19][CH2:18][CH2:17][O:16][CH2:12][CH2:13][C:14]#[C:15][C:2]1[CH:3]=[C:4]([S:8]([NH2:11])(=[O:10])=[O:9])[CH:5]=[CH:6][CH:7]=1. Given the reactants Br[C:2]1[CH:3]=[C:4]([S:8]([NH2:11])(=[O:10])=[O:9])[CH:5]=[CH:6][CH:7]=1.[CH2:12]([O:16][CH2:17][CH2:18][CH2:19][CH2:20][CH2:21][CH2:22][Br:23])[CH2:13][C:14]#[CH:15].C(N(CC)CC)C, predict the reaction product.